This data is from Catalyst prediction with 721,799 reactions and 888 catalyst types from USPTO. The task is: Predict which catalyst facilitates the given reaction. (1) Reactant: [NH2:1][C:2]1[N:3]=[C:4]([NH:15][C:16]2[CH:21]=[CH:20][C:19]([N+:22]([O-])=O)=[CH:18][CH:17]=2)[S:5][C:6]=1[C:7]([C:9]1[CH:14]=[CH:13][CH:12]=[CH:11][CH:10]=1)=[O:8]. Product: [NH2:1][C:2]1[N:3]=[C:4]([NH:15][C:16]2[CH:17]=[CH:18][C:19]([NH2:22])=[CH:20][CH:21]=2)[S:5][C:6]=1[C:7]([C:9]1[CH:10]=[CH:11][CH:12]=[CH:13][CH:14]=1)=[O:8]. The catalyst class is: 8. (2) Product: [Cl:1][C:2]1[N:3]=[CH:4][C:5]([F:14])=[C:6]2[C:11]=1[N:10]=[CH:9][C:8]([OH:12])=[CH:7]2. The catalyst class is: 26. Reactant: [Cl:1][C:2]1[N:3]=[CH:4][C:5]([F:14])=[C:6]2[C:11]=1[N:10]=[CH:9][C:8]([O:12]C)=[CH:7]2.B(Br)(Br)Br. (3) Reactant: [OH:1][CH:2]1[CH2:5][N:4]([C:6]([O:8][C:9]([CH3:12])([CH3:11])[CH3:10])=[O:7])[CH2:3]1.CC(OI1(OC(C)=O)(OC(C)=O)OC(=O)C2C=CC=CC1=2)=O.S([O-])([O-])(=O)=S.[Na+].[Na+].C(=O)([O-])O.[Na+]. Product: [O:1]=[C:2]1[CH2:5][N:4]([C:6]([O:8][C:9]([CH3:12])([CH3:11])[CH3:10])=[O:7])[CH2:3]1. The catalyst class is: 4. (4) Reactant: [CH2:1]([N:4]([CH2:15][CH:16](OC)[O:17]C)[C:5](=[O:14])[O:6][CH2:7][C:8]1[CH:13]=[CH:12][CH:11]=[CH:10][CH:9]=1)[CH:2]=[CH2:3].C(O)=O. Product: [CH2:1]([N:4]([CH2:15][CH:16]=[O:17])[C:5](=[O:14])[O:6][CH2:7][C:8]1[CH:13]=[CH:12][CH:11]=[CH:10][CH:9]=1)[CH:2]=[CH2:3]. The catalyst class is: 6. (5) Reactant: Br[C:2]1[CH:3]=[C:4]([F:12])[C:5]([N+:9]([O-:11])=[O:10])=[C:6]([F:8])[CH:7]=1.[CH:13]1(B(O)O)[CH2:15][CH2:14]1.[O-]P([O-])([O-])=O.[K+].[K+].[K+].[Na+].[Br-]. Product: [CH:13]1([C:2]2[CH:3]=[C:4]([F:12])[C:5]([N+:9]([O-:11])=[O:10])=[C:6]([F:8])[CH:7]=2)[CH2:15][CH2:14]1. The catalyst class is: 206. (6) Reactant: [Cl:1][C:2]1[CH:3]=[C:4]([N:9]2[CH:13]=[CH:12][CH:11]=[C:10]2[CH:14]=O)[CH:5]=[C:6]([Cl:8])[CH:7]=1.[C:16]([NH:19][C:20]1[CH:21]=[C:22]2[C:26](=[CH:27][CH:28]=1)[NH:25][C:24](=[O:29])C2)(=[O:18])[CH3:17].N1CCCCC1. Product: [Cl:8][C:6]1[CH:5]=[C:4]([N:9]2[CH:13]=[CH:12][CH:11]=[C:10]2[CH:14]2[C:27]3[C:26](=[CH:22][CH:21]=[C:20]([NH:19][C:16](=[O:18])[CH3:17])[CH:28]=3)[NH:25][C:24]2=[O:29])[CH:3]=[C:2]([Cl:1])[CH:7]=1. The catalyst class is: 8. (7) Reactant: [Cl:1][C:2]1[CH:7]=[CH:6][C:5]([NH:8][C:9]([CH:11]2[CH2:16][S:15][CH2:14][CH:13]([C:17]3[CH:22]=[CH:21][C:20]([O:23][CH3:24])=[C:19]([O:25][CH3:26])[CH:18]=3)[NH:12]2)=O)=[CH:4][C:3]=1[O:27][CH3:28]. Product: [Cl:1][C:2]1[CH:7]=[CH:6][C:5]([NH:8][CH2:9][CH:11]2[CH2:16][S:15][CH2:14][CH:13]([C:17]3[CH:22]=[CH:21][C:20]([O:23][CH3:24])=[C:19]([O:25][CH3:26])[CH:18]=3)[NH:12]2)=[CH:4][C:3]=1[O:27][CH3:28]. The catalyst class is: 11.